This data is from Full USPTO retrosynthesis dataset with 1.9M reactions from patents (1976-2016). The task is: Predict the reactants needed to synthesize the given product. (1) Given the product [CH3:9][O:8][C:4]1[CH:5]=[CH:6][CH:7]=[C:2]([O:1][CH2:30][CH2:31][O:32][CH3:33])[C:3]=1[CH:10]1[N:15]([CH2:16][C:17]2[CH:22]=[CH:21][C:20]([O:23][C:24]([F:27])([F:25])[F:26])=[CH:19][CH:18]=2)[C:14](=[O:28])[CH2:13][CH2:12][CH2:11]1, predict the reactants needed to synthesize it. The reactants are: [OH:1][C:2]1[CH:7]=[CH:6][CH:5]=[C:4]([O:8][CH3:9])[C:3]=1[CH:10]1[N:15]([CH2:16][C:17]2[CH:22]=[CH:21][C:20]([O:23][C:24]([F:27])([F:26])[F:25])=[CH:19][CH:18]=2)[C:14](=[O:28])[CH2:13][CH2:12][CH2:11]1.Br[CH2:30][CH2:31][O:32][CH3:33]. (2) Given the product [CH2:23]([O:26][C@H:27]1[CH2:32][CH2:31][C@H:30]([N:2]2[CH2:7][CH2:6][CH:5]([N:8]3[C:12]4[CH:13]=[C:14]([O:17][C:18]([F:19])([F:21])[F:20])[CH:15]=[CH:16][C:11]=4[NH:10][C:9]3=[O:22])[CH2:4][CH2:3]2)[CH2:29][CH2:28]1)[CH2:24][CH3:25], predict the reactants needed to synthesize it. The reactants are: Cl.[NH:2]1[CH2:7][CH2:6][CH:5]([N:8]2[C:12]3[CH:13]=[C:14]([O:17][C:18]([F:21])([F:20])[F:19])[CH:15]=[CH:16][C:11]=3[NH:10][C:9]2=[O:22])[CH2:4][CH2:3]1.[CH2:23]([O:26][CH:27]1[CH2:32][CH2:31][C:30](=O)[CH2:29][CH2:28]1)[CH2:24][CH3:25].C([O-])(=O)C.[Na+].ClCCl. (3) Given the product [CH3:27][O:26][CH2:25][C:21]1[CH:20]=[C:19]([C:17]2[C:16]3[CH2:15][CH2:14][CH2:13][CH2:12][C:11]=3[N:10]=[C:9]([O:8][CH2:7][C:2]3[CH:3]=[CH:4][CH:5]=[CH:6][N:1]=3)[CH:18]=2)[CH:24]=[N:23][CH:22]=1, predict the reactants needed to synthesize it. The reactants are: [N:1]1[CH:6]=[CH:5][CH:4]=[CH:3][C:2]=1[CH2:7][O:8][C:9]1[CH:18]=[C:17]([C:19]2[CH:20]=[C:21]([CH2:25][OH:26])[CH:22]=[N:23][CH:24]=2)[C:16]2[CH2:15][CH2:14][CH2:13][CH2:12][C:11]=2[N:10]=1.[CH2:27]1COCC1.[H-].[Na+].CI. (4) Given the product [NH2:32][C:30]1[N:31]=[C:26]([CH2:25][CH2:24][C:22]2[NH:21][C:18]3=[N:19][CH:20]=[C:15]([C:11]4[CH:10]=[C:9]([OH:8])[CH:14]=[CH:13][CH:12]=4)[CH:16]=[C:17]3[N:23]=2)[CH:27]=[C:28]([CH3:33])[CH:29]=1, predict the reactants needed to synthesize it. The reactants are: C([O:8][C:9]1[CH:10]=[C:11]([C:15]2[CH:16]=[C:17]3[N:23]=[C:22]([CH2:24][CH2:25][C:26]4[N:31]=[C:30]([NH2:32])[CH:29]=[C:28]([CH3:33])[CH:27]=4)[NH:21][C:18]3=[N:19][CH:20]=2)[CH:12]=[CH:13][CH:14]=1)C1C=CC=CC=1. (5) Given the product [N:16]([CH2:2][CH:3]1[O:7][C:6](=[O:8])[N:5]([C:9]2[CH:14]=[CH:13][C:12]([Cl:15])=[CH:11][N:10]=2)[CH2:4]1)=[N+:17]=[N-:18], predict the reactants needed to synthesize it. The reactants are: Cl[CH2:2][CH:3]1[O:7][C:6](=[O:8])[N:5]([C:9]2[CH:14]=[CH:13][C:12]([Cl:15])=[CH:11][N:10]=2)[CH2:4]1.[N-:16]=[N+:17]=[N-:18].[Na+]. (6) Given the product [CH3:1][O:2][C:3](=[O:18])[C:4]1[CH:9]=[CH:8][C:7]([C:10]2[C:15]([Cl:16])=[CH:14][N:13]=[C:12]([NH:19][CH:20]([CH2:21][OH:22])[CH2:23][CH3:24])[N:11]=2)=[CH:6][CH:5]=1, predict the reactants needed to synthesize it. The reactants are: [CH3:1][O:2][C:3](=[O:18])[C:4]1[CH:9]=[CH:8][C:7]([C:10]2[C:15]([Cl:16])=[CH:14][N:13]=[C:12](Cl)[N:11]=2)=[CH:6][CH:5]=1.[NH2:19][C@@H:20]([CH2:23][CH3:24])[CH2:21][OH:22]. (7) Given the product [CH3:33][O:32][C:14]1[CH:15]=[CH:16][C:17]([S:19]([C:22]2[C:31]3[C:26](=[CH:27][CH:28]=[CH:29][CH:30]=3)[CH:25]=[CH:24][CH:23]=2)(=[O:21])=[O:20])=[CH:18][C:13]=1[N:10]1[CH2:11][CH2:12][NH:7][CH2:8][CH2:9]1, predict the reactants needed to synthesize it. The reactants are: [OH-].[Na+].FC(F)(F)C([N:7]1[CH2:12][CH2:11][N:10]([C:13]2[CH:18]=[C:17]([S:19]([C:22]3[C:31]4[C:26](=[CH:27][CH:28]=[CH:29][CH:30]=4)[CH:25]=[CH:24][CH:23]=3)(=[O:21])=[O:20])[CH:16]=[CH:15][C:14]=2[O:32][CH3:33])[CH2:9][CH2:8]1)=O.O. (8) Given the product [Cl:1][C:2]1[N:3]=[CH:4][C:5]2[N:11]([CH2:34][C:33]([F:44])([F:43])[F:32])[C:10](=[O:12])[C:9]([F:14])([F:13])[CH2:8][N:7]([CH:15]3[CH2:19][CH2:18][CH2:17][CH2:16]3)[C:6]=2[N:20]=1, predict the reactants needed to synthesize it. The reactants are: [Cl:1][C:2]1[N:3]=[CH:4][C:5]2[NH:11][C:10](=[O:12])[C:9]([F:14])([F:13])[CH2:8][N:7]([CH:15]3[CH2:19][CH2:18][CH2:17][CH2:16]3)[C:6]=2[N:20]=1.C(=O)([O-])[O-].[K+].[K+].O1CCCC1.[F:32][C:33]([F:44])([F:43])[CH2:34]OS(C(F)(F)F)(=O)=O.